Dataset: Peptide-MHC class II binding affinity with 134,281 pairs from IEDB. Task: Regression. Given a peptide amino acid sequence and an MHC pseudo amino acid sequence, predict their binding affinity value. This is MHC class II binding data. (1) The peptide sequence is GNTPIFKSGRGCGSC. The MHC is DRB1_1201 with pseudo-sequence DRB1_1201. The binding affinity (normalized) is 0. (2) The peptide sequence is AQGPKATFEAMYLGT. The MHC is HLA-DPA10201-DPB10101 with pseudo-sequence HLA-DPA10201-DPB10101. The binding affinity (normalized) is 0.383. (3) The peptide sequence is DTFRKLFGVYSNFLR. The MHC is DRB1_1302 with pseudo-sequence DRB1_1302. The binding affinity (normalized) is 0.432. (4) The peptide sequence is THIDHIFMDILTTCV. The MHC is DRB1_0301 with pseudo-sequence DRB1_0301. The binding affinity (normalized) is 0.669. (5) The peptide sequence is NPRQAYANYRDIDLG. The MHC is DRB3_0202 with pseudo-sequence DRB3_0202. The binding affinity (normalized) is 0. (6) The peptide sequence is YDKFLANVSTVLTTK. The MHC is DRB3_0202 with pseudo-sequence DRB3_0202. The binding affinity (normalized) is 1.00. (7) The peptide sequence is KEPIVGAETFYVDGA. The MHC is DRB1_0901 with pseudo-sequence DRB1_0901. The binding affinity (normalized) is 0.709.